From a dataset of Catalyst prediction with 721,799 reactions and 888 catalyst types from USPTO. Predict which catalyst facilitates the given reaction. Reactant: [OH:1][C:2]1[CH:6]=[C:5]([C:7]([O:9][CH3:10])=[O:8])[N:4]([CH3:11])[N:3]=1.[F:12][C:13]([F:27])([F:26])[CH2:14]OS(C1C=CC(C)=CC=1)(=O)=O.C(=O)([O-])[O-].[K+].[K+].O. Product: [CH3:11][N:4]1[C:5]([C:7]([O:9][CH3:10])=[O:8])=[CH:6][C:2]([O:1][CH2:14][C:13]([F:27])([F:26])[F:12])=[N:3]1. The catalyst class is: 9.